From a dataset of Full USPTO retrosynthesis dataset with 1.9M reactions from patents (1976-2016). Predict the reactants needed to synthesize the given product. Given the product [CH3:8][C:6]1[N:7]=[C:2]([NH2:1])[CH:3]=[CH:4][C:5]=1[N+:9]([O-:11])=[O:10], predict the reactants needed to synthesize it. The reactants are: [NH2:1][C:2]1[N:7]=[C:6]([CH3:8])[CH:5]=[CH:4][CH:3]=1.[N+:9]([O-])([OH:11])=[O:10].[OH-].[Na+].